This data is from Forward reaction prediction with 1.9M reactions from USPTO patents (1976-2016). The task is: Predict the product of the given reaction. (1) Given the reactants Cl[C:2]1[N:3]=[C:4]([N:14]2[CH2:19][CH2:18][O:17][CH2:16][CH2:15]2)[C:5]2[O:11][CH2:10][C:9]([CH3:13])([CH3:12])[O:8][C:6]=2[N:7]=1.CC1(C)C(C)(C)OB([C:28]2[CH:33]=[CH:32][C:31]([NH:34][C:35](=[O:37])[CH3:36])=[CH:30][CH:29]=2)O1.C(=O)([O-])[O-].[Na+].[Na+], predict the reaction product. The product is: [CH3:12][C:9]1([CH3:13])[O:8][C:6]2[N:7]=[C:2]([C:28]3[CH:33]=[CH:32][C:31]([NH:34][C:35](=[O:37])[CH3:36])=[CH:30][CH:29]=3)[N:3]=[C:4]([N:14]3[CH2:19][CH2:18][O:17][CH2:16][CH2:15]3)[C:5]=2[O:11][CH2:10]1. (2) Given the reactants [Cl:1][C:2]1[CH:23]=[CH:22][CH:21]=[C:20]([C:24]([F:27])([F:26])[F:25])[C:3]=1[CH2:4][N:5]1[C:13]2[C:8](=[C:9]([F:18])[CH:10]=[C:11]([C:14]([O:16]C)=[O:15])[CH:12]=2)[C:7]([I:19])=[N:6]1.[OH-].[Na+], predict the reaction product. The product is: [Cl:1][C:2]1[CH:23]=[CH:22][CH:21]=[C:20]([C:24]([F:25])([F:26])[F:27])[C:3]=1[CH2:4][N:5]1[C:13]2[C:8](=[C:9]([F:18])[CH:10]=[C:11]([C:14]([OH:16])=[O:15])[CH:12]=2)[C:7]([I:19])=[N:6]1. (3) Given the reactants Cl.[CH2:2]([O:4][C:5](=[O:15])[C@@H:6]([NH2:14])[CH2:7][CH2:8][C:9]([O:11][CH2:12][CH3:13])=[O:10])[CH3:3].C(N(CC)CC)C.[C:23]([O:27][C:28](O[C:28]([O:27][C:23]([CH3:26])([CH3:25])[CH3:24])=[O:29])=[O:29])([CH3:26])([CH3:25])[CH3:24].O, predict the reaction product. The product is: [CH2:2]([O:4][C:5](=[O:15])[C@@H:6]([NH:14][C:28]([O:27][C:23]([CH3:26])([CH3:25])[CH3:24])=[O:29])[CH2:7][CH2:8][C:9]([O:11][CH2:12][CH3:13])=[O:10])[CH3:3]. (4) Given the reactants C(ONC(CCCCCCNC1N=[N+]([O-])C2C=CC=CC=2N=1)=O)(C)(C)C.[NH2:27][CH2:28][CH2:29][CH2:30][N:31]([CH3:48])[CH2:32][CH2:33][CH2:34][NH:35][C:36]1[N:37]=[N+:38]([O-:47])[C:39]2[CH:46]=[CH:45][CH:44]=[CH:43][C:40]=2[N+:41]=1[O-:42].N1([C:54]([C:56]2[C:69]3[C:60](=[CH:61][C:62]4[C:67]([N:68]=3)=[CH:66][CH:65]=[CH:64][CH:63]=4)[CH:59]=[CH:58][CH:57]=2)=[O:55])C=CN=C1, predict the reaction product. The product is: [O-:47][N+:38]1[C:39]2[CH:46]=[CH:45][CH:44]=[CH:43][C:40]=2[N+:41]([O-:42])=[C:36]([NH:35][CH2:34][CH2:33][CH2:32][N:31]([CH3:48])[CH2:30][CH2:29][CH2:28][NH:27][C:54]([C:56]2[C:69]3[C:60](=[CH:61][C:62]4[C:67]([N:68]=3)=[CH:66][CH:65]=[CH:64][CH:63]=4)[CH:59]=[CH:58][CH:57]=2)=[O:55])[N:37]=1. (5) Given the reactants [Cl:1][C:2]1[CH:3]=[C:4]([CH:7]=[C:8]([OH:11])[C:9]=1[OH:10])[CH:5]=[O:6].[CH2:12](O)[CH2:13][CH2:14][CH3:15].C1(P(C2C=CC=CC=2)C2C=CC=CC=2)C=CC=CC=1.CCOC(/N=N/C(OCC)=O)=O, predict the reaction product. The product is: [CH2:12]([O:10][C:9]1[C:8]([OH:11])=[CH:7][C:4]([CH:5]=[O:6])=[CH:3][C:2]=1[Cl:1])[CH2:13][CH2:14][CH3:15]. (6) Given the reactants [CH:1]([C:4]1[N:8]=[C:7]([CH:9]2[CH2:14][CH2:13][C:12](=O)[CH2:11][CH2:10]2)[O:6][N:5]=1)([CH3:3])[CH3:2].O.[NH2:17][NH2:18].[BH4-].[Na+].O, predict the reaction product. The product is: [CH:1]([C:4]1[N:8]=[C:7]([CH:9]2[CH2:14][CH2:13][CH:12]([NH:17][NH2:18])[CH2:11][CH2:10]2)[O:6][N:5]=1)([CH3:3])[CH3:2].